From a dataset of Catalyst prediction with 721,799 reactions and 888 catalyst types from USPTO. Predict which catalyst facilitates the given reaction. Reactant: [Cl:1][C:2]1[CH:7]=[CH:6][C:5]([C:8]2[CH:12]=[C:11]([C@@H:13]3[CH2:18][CH2:17][N:16]([CH2:19][C:20]([C:22]4[CH:27]=[CH:26][CH:25]=[CH:24][CH:23]=4)=[O:21])[CH2:15][C@H:14]3[C:28]3[CH:33]=[CH:32][C:31]([F:34])=[CH:30][CH:29]=3)[NH:10][N:9]=2)=[CH:4][CH:3]=1.[BH4-].[Na+]. Product: [Cl:1][C:2]1[CH:7]=[CH:6][C:5]([C:8]2[CH:12]=[C:11]([C@@H:13]3[CH2:18][CH2:17][N:16]([CH2:19][CH:20]([C:22]4[CH:27]=[CH:26][CH:25]=[CH:24][CH:23]=4)[OH:21])[CH2:15][C@H:14]3[C:28]3[CH:29]=[CH:30][C:31]([F:34])=[CH:32][CH:33]=3)[NH:10][N:9]=2)=[CH:4][CH:3]=1. The catalyst class is: 8.